From a dataset of Forward reaction prediction with 1.9M reactions from USPTO patents (1976-2016). Predict the product of the given reaction. Given the reactants [CH2:1]([O:8][C:9]1[CH:14]=[CH:13][C:12]([Br:15])=[CH:11][C:10]=1[N+:16]([O-])=O)[C:2]1[CH:7]=[CH:6][CH:5]=[CH:4][CH:3]=1.BrC1C=C(C(C2C=CC=CC=2)C=C)C(OCCC)=C([N+]([O-])=O)C=1.BrC1C=C(C(C2C=CC=CC=2)C=C)C(OCCC)=C(C=1)N, predict the reaction product. The product is: [CH2:1]([O:8][C:9]1[CH:14]=[CH:13][C:12]([Br:15])=[CH:11][C:10]=1[NH2:16])[C:2]1[CH:7]=[CH:6][CH:5]=[CH:4][CH:3]=1.